This data is from Full USPTO retrosynthesis dataset with 1.9M reactions from patents (1976-2016). The task is: Predict the reactants needed to synthesize the given product. (1) Given the product [ClH:29].[CH3:1][N:2]([CH2:9][CH2:10][O:11][C:12]1[CH:25]=[CH:24][C:15]([CH2:16][CH:17]2[S:21][C:20](=[O:22])[NH:19][C:18]2=[O:23])=[CH:14][CH:13]=1)[C:3]1[CH:8]=[CH:7][CH:6]=[CH:5][N:4]=1, predict the reactants needed to synthesize it. The reactants are: [CH3:1][N:2]([CH2:9][CH2:10][O:11][C:12]1[CH:25]=[CH:24][C:15]([CH2:16][CH:17]2[S:21][C:20](=[O:22])[NH:19][C:18]2=[O:23])=[CH:14][CH:13]=1)[C:3]1[CH:8]=[CH:7][CH:6]=[CH:5][N:4]=1.C(#N)C.[ClH:29]. (2) Given the product [CH2:33]([O:32][C:29]1[S:28][C:27]([CH2:26][N:19]2[CH2:20][CH2:21][N:17]([C:12]3[CH:13]=[CH:14][CH:15]=[C:16]4[C:11]=3[CH:10]=[N:9][N:8]4[C:3]3[CH:4]=[CH:5][CH:6]=[CH:7][C:2]=3[F:1])[C:18]2=[O:22])=[N:31][N:30]=1)[CH3:34], predict the reactants needed to synthesize it. The reactants are: [F:1][C:2]1[CH:7]=[CH:6][CH:5]=[CH:4][C:3]=1[N:8]1[C:16]2[C:11](=[C:12]([N:17]3[CH2:21][CH2:20][NH:19][C:18]3=[O:22])[CH:13]=[CH:14][CH:15]=2)[CH:10]=[N:9]1.[H-].[Na+].Cl[CH2:26][C:27]1[S:28][C:29]([O:32][CH2:33][CH3:34])=[N:30][N:31]=1. (3) Given the product [C:1]1([C:7]2[O:8][C:9]([CH3:21])=[C:10]([CH2:12][O:13][C@H:14]3[CH2:19][CH2:18][CH2:17][C@@H:16]([OH:20])[CH2:15]3)[N:11]=2)[CH:2]=[CH:3][CH:4]=[CH:5][CH:6]=1, predict the reactants needed to synthesize it. The reactants are: [C:1]1([C:7]2[O:8][C:9]([CH3:21])=[C:10]([CH2:12][O:13][C@@H:14]3[CH2:19][CH2:18][CH2:17][C@H:16]([OH:20])[CH2:15]3)[N:11]=2)[CH:6]=[CH:5][CH:4]=[CH:3][CH:2]=1.C[O-].[Na+].C(O)(=O)C.